From a dataset of Forward reaction prediction with 1.9M reactions from USPTO patents (1976-2016). Predict the product of the given reaction. The product is: [CH3:37][O:36][C:34]1[CH:33]=[CH:32][C:31]2[N:30]([N:29]=[C:28]([C:38]3[CH:39]=[CH:40][C:41]([C:44]([F:46])([F:45])[F:47])=[CH:42][CH:43]=3)[C:27]=2[CH2:16][C:17]2[N:22]=[C:21]([C:23]([O:25][CH3:26])=[O:24])[CH:20]=[CH:19][CH:18]=2)[CH:35]=1. Given the reactants C([SiH](CC)CC)C.FC(F)(F)C(O)=O.O[CH:16]([C:27]1[C:28]([C:38]2[CH:43]=[CH:42][C:41]([C:44]([F:47])([F:46])[F:45])=[CH:40][CH:39]=2)=[N:29][N:30]2[CH:35]=[C:34]([O:36][CH3:37])[CH:33]=[CH:32][C:31]=12)[C:17]1[N:22]=[C:21]([C:23]([O:25][CH3:26])=[O:24])[CH:20]=[CH:19][CH:18]=1.C(=O)(O)[O-].[Na+], predict the reaction product.